Dataset: Catalyst prediction with 721,799 reactions and 888 catalyst types from USPTO. Task: Predict which catalyst facilitates the given reaction. Reactant: [CH3:1][N:2]1[CH:6]=[CH:5][C:4]([NH2:7])=[N:3]1.[CH3:8][C:9](=O)[CH2:10][CH2:11][C:12](=O)[CH3:13].CC1C=CC(S(O)(=O)=O)=CC=1.O. Product: [CH3:13][C:12]1[N:7]([C:4]2[CH:5]=[CH:6][N:2]([CH3:1])[N:3]=2)[C:9]([CH3:8])=[CH:10][CH:11]=1. The catalyst class is: 11.